This data is from Catalyst prediction with 721,799 reactions and 888 catalyst types from USPTO. The task is: Predict which catalyst facilitates the given reaction. (1) The catalyst class is: 7. Reactant: [H-].[Na+].[CH2:3]([OH:7])[C:4]#[C:5][CH3:6].Cl[C:9]1[N:14]=[CH:13][N:12]=[C:11]([N:15]2[CH2:21][C@H:20]([CH3:22])[CH2:19][CH2:18][CH2:17][C@@H:16]2[CH3:23])[CH:10]=1.[Cl-].[NH4+]. Product: [CH2:3]([O:7][C:9]1[N:14]=[CH:13][N:12]=[C:11]([N:15]2[CH2:21][C@H:20]([CH3:22])[CH2:19][CH2:18][CH2:17][C@@H:16]2[CH3:23])[CH:10]=1)[C:4]#[C:5][CH3:6]. (2) Reactant: C([Li])CCC.[CH2:6]([CH:8]([C:11]1[N:16]2[N:17]=[C:18]([CH3:28])[C:19]([C:20]3[S:24][C:23]([CH2:25][O:26][CH3:27])=[N:22][CH:21]=3)=[C:15]2[N:14]=[C:13]([CH3:29])[CH:12]=1)[CH2:9][CH3:10])[CH3:7].[Cl:30]N1C(=O)CCC1=O.[Cl-].[NH4+]. Product: [Cl:30][C:21]1[N:22]=[C:23]([CH2:25][O:26][CH3:27])[S:24][C:20]=1[C:19]1[C:18]([CH3:28])=[N:17][N:16]2[C:11]([CH:8]([CH2:9][CH3:10])[CH2:6][CH3:7])=[CH:12][C:13]([CH3:29])=[N:14][C:15]=12. The catalyst class is: 1. (3) Reactant: [H-].[H-].[H-].[H-].[Li+].[Al+3].[NH2:7][C:8]1[CH:9]=[CH:10][C:11]2[CH2:17][CH2:16][CH2:15][NH:14][C:13](=O)[C:12]=2[CH:19]=1.O.O.O.O.O.O.O.O.O.O.S([O-])([O-])(=O)=O.[Na+].[Na+].[C:37](O[C:37]([O:39][C:40]([CH3:43])([CH3:42])[CH3:41])=[O:38])([O:39][C:40]([CH3:43])([CH3:42])[CH3:41])=[O:38].C(N(CC)CC)C. Product: [NH2:7][C:8]1[CH:9]=[CH:10][C:11]2[CH2:17][CH2:16][CH2:15][N:14]([C:37]([O:39][C:40]([CH3:43])([CH3:42])[CH3:41])=[O:38])[CH2:13][C:12]=2[CH:19]=1. The catalyst class is: 677. (4) Product: [Cl:19][C:2]([Cl:1])([Cl:18])[CH2:3][O:4][C:5]([C@@H:7]1[CH2:12][CH2:11][CH2:10][N:9]([C:13](=[O:17])[C@@H:14]([NH:16][C:29](=[O:30])[C@@H:28]([N:27]([C:25]([O:24][C:20]([CH3:21])([CH3:23])[CH3:22])=[O:26])[CH3:35])[CH:32]([CH3:34])[CH3:33])[CH3:15])[NH:8]1)=[O:6]. The catalyst class is: 10. Reactant: [Cl:1][C:2]([Cl:19])([Cl:18])[CH2:3][O:4][C:5]([C@@H:7]1[CH2:12][CH2:11][CH2:10][N:9]([C:13](=[O:17])[C@@H:14]([NH2:16])[CH3:15])[NH:8]1)=[O:6].[C:20]([O:24][C:25]([N:27]([CH3:35])[C@@H:28]([CH:32]([CH3:34])[CH3:33])[C:29](O)=[O:30])=[O:26])([CH3:23])([CH3:22])[CH3:21].C(N(CC)C(C)C)(C)C.C[NH3+].F[P-](F)(F)(F)(F)F.N1(OC(N(C)C)=[N+](C)C)C2N=CC=CC=2N=N1.F[P-](F)(F)(F)(F)F.